Task: Predict the reactants needed to synthesize the given product.. Dataset: Retrosynthesis with 50K atom-mapped reactions and 10 reaction types from USPTO (1) Given the product CN1CCC(COCC(NC(=O)c2ccc3c(Cl)c[nH]c3c2)c2ccc(F)cc2)CC1, predict the reactants needed to synthesize it. The reactants are: C=O.O=C(NC(COCC1CCNCC1)c1ccc(F)cc1)c1ccc2c(Cl)c[nH]c2c1. (2) Given the product CC(C)Oc1ncc(-c2nc(-c3ccc4c(cnn4CCC(=O)O)c3)no2)cc1Cl, predict the reactants needed to synthesize it. The reactants are: CCOC(=O)CCn1ncc2cc(-c3noc(-c4cnc(OC(C)C)c(Cl)c4)n3)ccc21. (3) Given the product O=C(O)C(F)(F)F, predict the reactants needed to synthesize it. The reactants are: CC(C)(C)OC(=O)N[C@@H](CC(=O)N1CCCC(c2nc3ccccc3[nH]2)C1)Cc1ccc(Cl)cc1. (4) Given the product CS(=O)(=O)NC(=O)c1ccc(-c2c(C#Cc3ccc4ccccc4n3)nc3c(N4CCOCC4)ccnn23)cn1, predict the reactants needed to synthesize it. The reactants are: CS(N)(=O)=O.O=C(O)c1ccc(-c2c(C#Cc3ccc4ccccc4n3)nc3c(N4CCOCC4)ccnn23)cn1. (5) Given the product N#Cc1cccc2nnsc12, predict the reactants needed to synthesize it. The reactants are: NC(=O)c1cccc2nnsc12. (6) Given the product Fc1cc(F)c(N2CCNCC2)c(F)c1, predict the reactants needed to synthesize it. The reactants are: ClCCNCCCl.Nc1c(F)cc(F)cc1F. (7) Given the product Cc1ncccc1OCc1cnnn1COC(=O)C(C)(C)C, predict the reactants needed to synthesize it. The reactants are: C#CCOc1cccnc1C.CC(C)(C)C(=O)OCN=[N+]=[N-]. (8) Given the product CCN(CC)CCCC(Nc1c2ccccc2nc2ccccc12)C(C)C, predict the reactants needed to synthesize it. The reactants are: CCN(CC)CCCC(N)C(C)C.Clc1c2ccccc2nc2ccccc12.